Dataset: Catalyst prediction with 721,799 reactions and 888 catalyst types from USPTO. Task: Predict which catalyst facilitates the given reaction. (1) The catalyst class is: 2. Product: [NH2:11][CH2:10][CH2:9][C:6]1[CH:7]=[CH:8][C:3]([C:1]#[N:2])=[CH:4][CH:5]=1. Reactant: [C:1]([C:3]1[CH:8]=[CH:7][C:6]([CH2:9][CH2:10][NH:11]C(=O)OC(C)(C)C)=[CH:5][CH:4]=1)#[N:2].C(O)(C(F)(F)F)=O. (2) Reactant: [C:1]([C:3]1[CH:8]=[CH:7][C:6]([CH:9]2[C:18]3[C:17](=[O:19])[NH:16][CH:15]=[C:14]([CH3:20])[C:13]=3[NH:12][C:11]([CH3:21])=[C:10]2[C:22]([O:24][CH2:25][CH2:26][C:27]#[N:28])=[O:23])=[C:5]([O:29][CH3:30])[CH:4]=1)#[N:2].C(OCC)(OCC)O[CH2:33][CH3:34]. Product: [C:1]([C:3]1[CH:8]=[CH:7][C:6]([CH:9]2[C:18]3[C:13](=[C:14]([CH3:20])[CH:15]=[N:16][C:17]=3[O:19][CH2:33][CH3:34])[NH:12][C:11]([CH3:21])=[C:10]2[C:22]([O:24][CH2:25][CH2:26][C:27]#[N:28])=[O:23])=[C:5]([O:29][CH3:30])[CH:4]=1)#[N:2]. The catalyst class is: 65. (3) Reactant: [H-].[Na+].[N:3]1[CH:4]=[CH:5][N:6]2[CH2:11][CH2:10][NH:9][CH2:8][C:7]=12.Cl[C:13]1[O:14][C:15]2[C:16](=[C:18]([C:22]([O:24][CH3:25])=[O:23])[CH:19]=[CH:20][CH:21]=2)[N:17]=1. Product: [N:3]1[CH:4]=[CH:5][N:6]2[CH2:11][CH2:10][N:9]([C:13]3[O:14][C:15]4[C:16](=[C:18]([C:22]([O:24][CH3:25])=[O:23])[CH:19]=[CH:20][CH:21]=4)[N:17]=3)[CH2:8][C:7]=12. The catalyst class is: 1.